Dataset: Full USPTO retrosynthesis dataset with 1.9M reactions from patents (1976-2016). Task: Predict the reactants needed to synthesize the given product. (1) Given the product [CH2:7]([O:14][CH2:15][C@@H:16]1[O:21][CH2:20][C@:19]2([C:22]3[CH:27]=[CH:26][C:25]([F:28])=[CH:24][C:23]=3[F:29])[N:30]=[C:31]([NH:33][C:34](=[O:41])[C:35]3[CH:36]=[CH:37][CH:38]=[CH:39][CH:40]=3)[S:32][CH2:42][C@@H:18]2[CH2:17]1)[C:8]1[CH:9]=[CH:10][CH:11]=[CH:12][CH:13]=1, predict the reactants needed to synthesize it. The reactants are: N1C=CC=CC=1.[CH2:7]([O:14][CH2:15][C@@H:16]1[O:21][CH2:20][C@@:19]([NH:30][C:31]([NH:33][C:34](=[O:41])[C:35]2[CH:40]=[CH:39][CH:38]=[CH:37][CH:36]=2)=[S:32])([C:22]2[CH:27]=[CH:26][C:25]([F:28])=[CH:24][C:23]=2[F:29])[C@H:18]([CH2:42]O)[CH2:17]1)[C:8]1[CH:13]=[CH:12][CH:11]=[CH:10][CH:9]=1.FC(F)(F)S(OS(C(F)(F)F)(=O)=O)(=O)=O.O. (2) Given the product [Cl:44][C:46]1[CH:51]=[C:50]([NH:45][C:2]2[C:11]3[C:6](=[CH:7][C:8]4[CH:15]=[C:14]([O:16][CH2:17][CH2:18][N:19]5[CH2:24][CH2:23][O:22][CH2:21][CH2:20]5)[C:13]([O:25][CH3:26])=[CH:12][C:9]=4[CH:10]=3)[N:5]=[CH:4][C:3]=2[C:27]#[N:28])[CH:49]=[CH:48][C:47]=1[S:37][C:38]1[N:39]([CH3:43])[CH:40]=[CH:41][N:42]=1, predict the reactants needed to synthesize it. The reactants are: Cl[C:2]1[C:11]2[C:6](=[CH:7][C:8]3[CH:15]=[C:14]([O:16][CH2:17][CH2:18][N:19]4[CH2:24][CH2:23][O:22][CH2:21][CH2:20]4)[C:13]([O:25][CH3:26])=[CH:12][C:9]=3[CH:10]=2)[N:5]=[CH:4][C:3]=1[C:27]#[N:28].ClC1C=C(N[S:37][C:38]2[N:39]([CH3:43])[CH:40]=[CH:41][N:42]=2)C=CC=1.[ClH:44].[N:45]1[CH:50]=[CH:49][CH:48]=[CH:47][CH:46]=1.[CH2:51](OCCO)C. (3) Given the product [S:31]1[CH2:32][CH2:33][N:29]([C:27]([C@H:9]2[NH:8][CH2:12][C@@H:11]([CH2:13][NH:14][C:15](=[O:26])[C:16]3[CH:17]=[C:18]([CH:19]=[CH:20][CH:21]=3)[C:22]([OH:24])=[O:23])[CH2:10]2)=[O:28])[CH2:30]1, predict the reactants needed to synthesize it. The reactants are: C(OC([N:8]1[CH2:12][C@@H:11]([CH2:13][NH:14][C:15](=[O:26])[C:16]2[CH:21]=[CH:20][CH:19]=[C:18]([C:22]([O:24]C)=[O:23])[CH:17]=2)[CH2:10][C@H:9]1[C:27]([N:29]1[CH2:33][CH2:32][S:31][CH2:30]1)=[O:28])=O)(C)(C)C.[OH-].[Na+].Cl. (4) Given the product [Cl:1][C:2]1[C:11](/[CH:12]=[C:21](/[C:20]2[CH:24]=[CH:25][C:26]([O:27][CH3:28])=[C:18]([O:17][CH3:16])[CH:19]=2)\[C:22]#[N:23])=[CH:10][C:9]2[C:4](=[CH:5][CH:6]=[C:7]([O:14][CH3:15])[CH:8]=2)[N:3]=1, predict the reactants needed to synthesize it. The reactants are: [Cl:1][C:2]1[C:11]([CH:12]=O)=[CH:10][C:9]2[C:4](=[CH:5][CH:6]=[C:7]([O:14][CH3:15])[CH:8]=2)[N:3]=1.[CH3:16][O:17][C:18]1[CH:19]=[C:20]([CH:24]=[CH:25][C:26]=1[O:27][CH3:28])[CH2:21][C:22]#[N:23]. (5) Given the product [CH3:25][C:22]1[O:23][CH:24]=[C:20]([C:17]2[CH:18]=[CH:19][C:14]([O:13][CH2:12][CH2:11][NH2:10])=[CH:15][CH:16]=2)[N:21]=1, predict the reactants needed to synthesize it. The reactants are: C(OC(=O)[NH:10][CH2:11][CH2:12][O:13][C:14]1[CH:19]=[CH:18][C:17]([C:20]2[N:21]=[C:22]([CH3:25])[O:23][CH:24]=2)=[CH:16][CH:15]=1)C1C=CC=CC=1.C1CC=CCC=1. (6) Given the product [Br:1][C:2]1[CH:3]=[C:4]([CH2:8][OH:9])[CH:5]=[N:6][CH:7]=1, predict the reactants needed to synthesize it. The reactants are: [Br:1][C:2]1[CH:3]=[C:4]([C:8](O)=[O:9])[CH:5]=[N:6][CH:7]=1.CN1CCOCC1.ClC(OCC)=O.[BH4-].[Na+].